This data is from Cav3 T-type calcium channel HTS with 100,875 compounds. The task is: Binary Classification. Given a drug SMILES string, predict its activity (active/inactive) in a high-throughput screening assay against a specified biological target. (1) The drug is O(c1cc(CCCN2C(CN=C2N)c2ccccc2)cc(OC)c1OC)C. The result is 0 (inactive). (2) The molecule is S1C2(N(C(=O)C1)c1ccc(OC)cc1)c1c3N(C(C=C(c3ccc1)C)(C)C)C2=O. The result is 0 (inactive). (3) The compound is Clc1c(CNC(c2ccccc2)c2ccccc2)c(F)ccc1. The result is 0 (inactive). (4) The molecule is O=C(NC1CCCCC1)C(N(Cc1cccnc1)C(=O)C1Oc2c(OC1)cccc2)c1occc1. The result is 0 (inactive).